Dataset: Catalyst prediction with 721,799 reactions and 888 catalyst types from USPTO. Task: Predict which catalyst facilitates the given reaction. (1) Reactant: [N+:1]([C:4]1[CH:14]=[CH:13][CH:12]=[C:6]2[C:7]([O:9][C:10](=[O:11])[C:5]=12)=O)([O-:3])=[O:2].[NH2:15][C:16]1[CH:21]=[CH:20][CH:19]=[CH:18][CH:17]=1. Product: [N+:1]([C:4]1[CH:14]=[CH:13][CH:12]=[C:6]([C:7]([NH:15][C:16]2[CH:21]=[CH:20][CH:19]=[CH:18][CH:17]=2)=[O:9])[C:5]=1[C:10]([NH:1][C:4]1[CH:14]=[CH:13][CH:12]=[CH:6][CH:5]=1)=[O:11])([O-:3])=[O:2]. The catalyst class is: 15. (2) Reactant: Cl[C:2]1[N:7]=[C:6]([N:8]([CH3:23])[CH:9]2[CH2:14][CH2:13][N:12]([C:15]3[CH:22]=[CH:21][C:18]([C:19]#[N:20])=[CH:17][N:16]=3)[CH2:11][CH2:10]2)[C:5]([Cl:24])=[CH:4][N:3]=1.[CH3:25][N:26]1[C:30]([CH3:31])=[CH:29][C:28]([NH2:32])=[N:27]1.FC(F)(F)C(O)=O. Product: [Cl:24][C:5]1[C:6]([N:8]([CH3:23])[CH:9]2[CH2:14][CH2:13][N:12]([C:15]3[CH:22]=[CH:21][C:18]([C:19]#[N:20])=[CH:17][N:16]=3)[CH2:11][CH2:10]2)=[N:7][C:2]([NH:32][C:28]2[CH:29]=[C:30]([CH3:31])[N:26]([CH3:25])[N:27]=2)=[N:3][CH:4]=1. The catalyst class is: 12. (3) Reactant: Br[C:2]1[N:3]=[C:4]2[C:10]([C:11]([NH:13][C:14]([CH3:17])([CH3:16])[CH3:15])=[O:12])=[CH:9][N:8]([CH2:18][O:19][CH2:20][CH2:21][Si:22]([CH3:25])([CH3:24])[CH3:23])[C:5]2=[N:6][CH:7]=1.[F:26][C:27]1[CH:35]=[C:34]2[C:30]([C:31]([Sn](CCCC)(CCCC)CCCC)=[N:32][N:33]2[CH3:36])=[CH:29][CH:28]=1. Product: [C:14]([NH:13][C:11]([C:10]1[C:4]2[C:5](=[N:6][CH:7]=[C:2]([C:31]3[C:30]4[C:34](=[CH:35][C:27]([F:26])=[CH:28][CH:29]=4)[N:33]([CH3:36])[N:32]=3)[N:3]=2)[N:8]([CH2:18][O:19][CH2:20][CH2:21][Si:22]([CH3:25])([CH3:24])[CH3:23])[CH:9]=1)=[O:12])([CH3:17])([CH3:16])[CH3:15]. The catalyst class is: 555. (4) Reactant: [C:1]12([O:15][C:14]3[CH:16]=[CH:17][CH:18]=[CH:19][C:13]=3[O:12]1)[CH2:6][CH2:5][CH:4]([C:7]([O:9][CH2:10][CH3:11])=[O:8])[CH2:3][CH2:2]2.C([N-]C(C)C)(C)C.[Li+].C1C=CC(S(N(S(C2C=CC=CC=2)(=O)=O)[F:38])(=O)=O)=CC=1.[NH4+].[Cl-]. Product: [F:38][C:4]1([C:7]([O:9][CH2:10][CH3:11])=[O:8])[CH2:3][CH2:2][C:1]2([O:12][C:13]3[CH:19]=[CH:18][CH:17]=[CH:16][C:14]=3[O:15]2)[CH2:6][CH2:5]1. The catalyst class is: 7. (5) Reactant: [O:1]=[C:2]1[C:10]2[C:5](=[CH:6][CH:7]=[CH:8][CH:9]=2)[C:4](=[O:11])[N:3]1[CH2:12][C@@H:13]1[C@H:18]([CH3:19])[CH2:17][CH2:16][CH2:15][N:14]1C(OCC1C=CC=CC=1)=O. Product: [CH3:19][C@@H:18]1[CH2:17][CH2:16][CH2:15][NH:14][C@@H:13]1[CH2:12][N:3]1[C:4](=[O:11])[C:5]2[C:10](=[CH:9][CH:8]=[CH:7][CH:6]=2)[C:2]1=[O:1]. The catalyst class is: 285. (6) The catalyst class is: 2. Reactant: [CH:1]1([CH2:7][CH2:8][CH2:9][C@@H:10]([C:19]2[O:23][N:22]=[C:21]([CH2:24][NH:25][CH2:26][CH3:27])[N:20]=2)[CH2:11][C:12]([O:14]C(C)(C)C)=[O:13])[CH2:6][CH2:5][CH2:4][CH2:3][CH2:2]1.C(O)(C(F)(F)F)=O. Product: [CH:1]1([CH2:7][CH2:8][CH2:9][C@@H:10]([C:19]2[O:23][N:22]=[C:21]([CH2:24][NH:25][CH2:26][CH3:27])[N:20]=2)[CH2:11][C:12]([OH:14])=[O:13])[CH2:2][CH2:3][CH2:4][CH2:5][CH2:6]1.